Dataset: Forward reaction prediction with 1.9M reactions from USPTO patents (1976-2016). Task: Predict the product of the given reaction. (1) The product is: [CH3:1][NH:2][C@@H:3]1[C:8]2[CH:9]=[CH:10][CH:11]=[CH:12][C:7]=2[C@H:6]([C:13]2[CH:14]=[CH:15][C:16]([Cl:20])=[C:17]([Cl:19])[CH:18]=2)[CH2:5][CH2:4]1.[C:21]([O-:24])(=[O:23])[CH3:22]. Given the reactants [CH3:1][NH:2][C@@H:3]1[C:8]2[CH:9]=[CH:10][CH:11]=[CH:12][C:7]=2[C@H:6]([C:13]2[CH:14]=[CH:15][C:16]([Cl:20])=[C:17]([Cl:19])[CH:18]=2)[CH2:5][CH2:4]1.[C:21]([OH:24])(=[O:23])[CH3:22], predict the reaction product. (2) Given the reactants [CH3:1][O:2][C:3](=[O:17])[C@@:4]1([CH3:16])[CH2:8][CH2:7][CH2:6][N:5]1[C:9]([O:11][C:12]([CH3:15])([CH3:14])[CH3:13])=[O:10].[OH2:18], predict the reaction product. The product is: [CH3:1][O:2][C:3](=[O:17])[C@@:4]1([CH3:16])[CH2:8][CH2:7][C:6](=[O:18])[N:5]1[C:9]([O:11][C:12]([CH3:13])([CH3:15])[CH3:14])=[O:10]. (3) Given the reactants [Br:1][C:2]1[C:10]2[C:5](=[CH:6][CH:7]=[CH:8][C:9]=2[N+:11]([O-:13])=[O:12])[NH:4][N:3]=1.C(=O)([O-])[O-].[K+].[K+].Cl.Cl[CH2:22][C:23]1[CH:28]=[CH:27][CH:26]=[C:25]([O:29][CH2:30][CH3:31])[N:24]=1, predict the reaction product. The product is: [Br:1][C:2]1[C:10]2[C:5](=[CH:6][CH:7]=[CH:8][C:9]=2[N+:11]([O-:13])=[O:12])[N:4]([CH2:22][C:23]2[CH:28]=[CH:27][CH:26]=[C:25]([O:29][CH2:30][CH3:31])[N:24]=2)[N:3]=1. (4) Given the reactants [S:1]1[C:5]([C@H:6]([O:25][CH:26]2[CH2:31][CH2:30][CH2:29][CH2:28][O:27]2)/[CH:7]=[CH:8]/[C@@H:9]2[C@@H:16]3[C@@H:12]([O:13][C:14](=[O:17])[CH2:15]3)[CH2:11][C@H:10]2[O:18][CH:19]2[CH2:24][CH2:23][CH2:22][CH2:21][O:20]2)=[CH:4][C:3]2[CH:32]=[CH:33][CH:34]=[CH:35][C:2]1=2.CC(C[AlH]CC(C)C)C, predict the reaction product. The product is: [S:1]1[C:5]([C@H:6]([O:25][CH:26]2[CH2:31][CH2:30][CH2:29][CH2:28][O:27]2)/[CH:7]=[CH:8]/[C@@H:9]2[C@@H:16]3[C@@H:12]([O:13][CH:14]([OH:17])[CH2:15]3)[CH2:11][C@H:10]2[O:18][CH:19]2[CH2:24][CH2:23][CH2:22][CH2:21][O:20]2)=[CH:4][C:3]2[CH:32]=[CH:33][CH:34]=[CH:35][C:2]1=2. (5) Given the reactants Cl.[F:2][C:3]([F:34])([F:33])[CH2:4][C:5]1[S:32][C:8]2[N:9]=[CH:10][N:11]=[C:12]([NH:13][CH:14]3[CH2:19][CH2:18][N:17]([CH2:20][C:21]4[CH:22]=[C:23]5[C:27](=[CH:28][CH:29]=4)[NH:26][C:25]([C:30]#[N:31])=[CH:24]5)[CH2:16][CH2:15]3)[C:7]=2[CH:6]=1.Br[CH2:36][C:37]([NH2:39])=[O:38].C(=O)([O-])[O-].[Cs+].[Cs+], predict the reaction product. The product is: [C:30]([C:25]1[N:26]([CH2:36][C:37]([NH2:39])=[O:38])[C:27]2[C:23]([CH:24]=1)=[CH:22][C:21]([CH2:20][N:17]1[CH2:16][CH2:15][CH:14]([NH:13][C:12]3[C:7]4[CH:6]=[C:5]([CH2:4][C:3]([F:33])([F:2])[F:34])[S:32][C:8]=4[N:9]=[CH:10][N:11]=3)[CH2:19][CH2:18]1)=[CH:29][CH:28]=2)#[N:31].